Task: Predict which catalyst facilitates the given reaction.. Dataset: Catalyst prediction with 721,799 reactions and 888 catalyst types from USPTO (1) Reactant: F[C:2]1[CH:7]=[CH:6][C:5]([N:8]([CH3:18])[S:9]([C:12]2[CH:17]=[CH:16][CH:15]=[CH:14][CH:13]=2)(=[O:11])=[O:10])=[CH:4][C:3]=1[N+:19]([O-:21])=[O:20].Cl.[NH2:23][CH2:24][CH:25]1[CH2:30][CH2:29][CH2:28][CH2:27][O:26]1. Product: [CH3:18][N:8]([C:5]1[CH:6]=[CH:7][C:2]([NH:23][CH2:24][CH:25]2[CH2:30][CH2:29][CH2:28][CH2:27][O:26]2)=[C:3]([N+:19]([O-:21])=[O:20])[CH:4]=1)[S:9]([C:12]1[CH:17]=[CH:16][CH:15]=[CH:14][CH:13]=1)(=[O:11])=[O:10]. The catalyst class is: 351. (2) Reactant: [CH2:1]([N:3]([CH2:8][CH3:9])[CH2:4][CH2:5][NH:6][CH3:7])[CH3:2].Br[CH2:11][C:12]1[CH:13]=[C:14]([CH:18]=[CH:19][CH:20]=1)[C:15]([OH:17])=[O:16].C(=O)([O-])[O-].[K+].[K+].[I-].[K+]. Product: [CH2:1]([N:3]([CH2:8][CH3:9])[CH2:4][CH2:5][N:6]([CH2:11][C:12]1[CH:13]=[C:14]([CH:18]=[CH:19][CH:20]=1)[C:15]([OH:17])=[O:16])[CH3:7])[CH3:2]. The catalyst class is: 9. (3) Reactant: C([NH:9][C:10]([NH:12][C:13]12[CH2:20][CH2:19][C:16]([C:21]3[CH:26]=[CH:25][C:24]([S:27]([CH3:30])(=[O:29])=[O:28])=[CH:23][CH:22]=3)([CH2:17][CH2:18]1)[CH2:15][CH2:14]2)=[S:11])(=O)C1C=CC=CC=1.C(=O)([O-])[O-].[K+].[K+]. Product: [CH3:30][S:27]([C:24]1[CH:23]=[CH:22][C:21]([C:16]23[CH2:17][CH2:18][C:13]([NH:12][C:10]([NH2:9])=[S:11])([CH2:14][CH2:15]2)[CH2:20][CH2:19]3)=[CH:26][CH:25]=1)(=[O:29])=[O:28]. The catalyst class is: 87.